From a dataset of Reaction yield outcomes from USPTO patents with 853,638 reactions. Predict the reaction yield, written as a fraction of the theoretical maximum amount of product (1.0 means a 100% yield; for example, 0.34 means a 34% yield). (1) The reactants are [Si:1](Cl)([C:4]([CH3:7])([CH3:6])[CH3:5])([CH3:3])[CH3:2].N1C=CN=C1.[Br:14][C:15]1[CH:28]=[C:27]2[C:18]([O:19][CH:20]3[CH:25]([C:26]42[C:32](=[O:33])[N:31]([CH3:34])[C:30](=[O:35])[NH:29]4)[CH2:24][CH2:23][CH:22]([OH:36])[CH2:21]3)=[CH:17][CH:16]=1. The catalyst is C(Cl)Cl.C(OCC)(=O)C.O. The product is [Br:14][C:15]1[CH:28]=[C:27]2[C:18]([O:19][CH:20]3[CH:25]([C:26]42[C:32](=[O:33])[N:31]([CH3:34])[C:30](=[O:35])[NH:29]4)[CH2:24][CH2:23][CH:22]([O:36][Si:1]([C:4]([CH3:7])([CH3:6])[CH3:5])([CH3:3])[CH3:2])[CH2:21]3)=[CH:17][CH:16]=1. The yield is 0.680. (2) The reactants are [Cl:1][C:2]1[C:3]([F:22])=[C:4]([NH:8][C:9]2[C:18]3[C:13](=[CH:14][C:15]([O:20][CH3:21])=[C:16]([OH:19])[CH:17]=3)[N:12]=[CH:11][N:10]=2)[CH:5]=[CH:6][CH:7]=1.C1(P(C2C=CC=CC=2)C2C=CC=CC=2)C=CC=CC=1.[CH3:42][O:43][C:44]([C@@H:46]1[CH2:51][C@H:50](O)[CH2:49][CH2:48][N:47]1[C:53]([O:55][C:56]([CH3:59])([CH3:58])[CH3:57])=[O:54])=[O:45]. The catalyst is C(Cl)Cl. The product is [Cl:1][C:2]1[C:3]([F:22])=[C:4]([NH:8][C:9]2[C:18]3[C:13](=[CH:14][C:15]([O:20][CH3:21])=[C:16]([O:19][C@H:50]4[CH2:49][CH2:48][N:47]([C:53]([O:55][C:56]([CH3:57])([CH3:58])[CH3:59])=[O:54])[C@H:46]([C:44]([O:43][CH3:42])=[O:45])[CH2:51]4)[CH:17]=3)[N:12]=[CH:11][N:10]=2)[CH:5]=[CH:6][CH:7]=1. The yield is 0.690. (3) The reactants are [CH3:1][C:2]1[CH:7]=[CH:6][C:5]([S:8]([O:11][CH2:12][CH:13]2[CH2:17][C:16]3[CH:18]=[CH:19][CH:20]=[C:21](Br)[C:15]=3[O:14]2)(=[O:10])=[O:9])=[CH:4][CH:3]=1.[F:23][C:24]1[CH:29]=[CH:28][CH:27]=[CH:26][C:25]=1B(O)O.C(=O)([O-])[O-].[K+].[K+]. The catalyst is CC1C=CC=CC=1[P](C1C=CC=CC=1C)([Pd](Cl)(Cl)[P](C1=C(C)C=CC=C1)(C1C=CC=CC=1C)C1C=CC=CC=1C)C1C=CC=CC=1C. The product is [CH3:1][C:2]1[CH:7]=[CH:6][C:5]([S:8]([O:11][CH2:12][CH:13]2[CH2:17][C:16]3[CH:18]=[CH:19][CH:20]=[C:21]([C:25]4[CH:26]=[CH:27][CH:28]=[CH:29][C:24]=4[F:23])[C:15]=3[O:14]2)(=[O:10])=[O:9])=[CH:4][CH:3]=1. The yield is 0.810. (4) The reactants are [CH2:1]([O:5][C:6]1[CH:11]=[CH:10][C:9]([CH2:12][C@H:13]([NH:18][C:19]([C@@H:21](/[CH:31]=[CH:32]/[CH2:33][CH2:34][CH2:35][CH2:36][CH2:37][CH2:38][C:39]([F:48])([F:47])[CH2:40][CH2:41][CH2:42][CH2:43][CH2:44][CH2:45][CH3:46])[C@@:22]([OH:30])([CH2:26][CH2:27][O:28][CH3:29])[C:23]([O-:25])=[O:24])=[O:20])[C:14]([O:16][CH3:17])=[O:15])=[CH:8][CH:7]=1)[C:2]#[C:3][CH3:4].FC(F)(F)C(O)=O. The catalyst is ClCCl. The product is [CH2:1]([O:5][C:6]1[CH:7]=[CH:8][C:9]([CH2:12][C@H:13]([NH:18][C:19]([C@@H:21](/[CH:31]=[CH:32]/[CH2:33][CH2:34][CH2:35][CH2:36][CH2:37][CH2:38][C:39]([F:47])([F:48])[CH2:40][CH2:41][CH2:42][CH2:43][CH2:44][CH2:45][CH3:46])[C@@:22]([OH:30])([CH2:26][CH2:27][O:28][CH3:29])[C:23]([OH:25])=[O:24])=[O:20])[C:14]([O:16][CH3:17])=[O:15])=[CH:10][CH:11]=1)[C:2]#[C:3][CH3:4]. The yield is 0.750. (5) The reactants are [N+:1]1([O-])[C:10]2[C:5](=[CH:6][CH:7]=[CH:8][CH:9]=2)[CH:4]=[CH:3][CH:2]=1.C(Cl)(=O)C1C=CC=CC=1.[C-:21]#[N:22].[K+].O1CCOCC1. The catalyst is O. The product is [C:21]([C:2]1[CH:3]=[CH:4][C:5]2[C:10](=[CH:9][CH:8]=[CH:7][CH:6]=2)[N:1]=1)#[N:22]. The yield is 1.00.